This data is from NCI-60 drug combinations with 297,098 pairs across 59 cell lines. The task is: Regression. Given two drug SMILES strings and cell line genomic features, predict the synergy score measuring deviation from expected non-interaction effect. Drug 1: CC1=C2C(C(=O)C3(C(CC4C(C3C(C(C2(C)C)(CC1OC(=O)C(C(C5=CC=CC=C5)NC(=O)OC(C)(C)C)O)O)OC(=O)C6=CC=CC=C6)(CO4)OC(=O)C)OC)C)OC. Drug 2: CN(C)C1=NC(=NC(=N1)N(C)C)N(C)C. Cell line: SK-OV-3. Synergy scores: CSS=39.8, Synergy_ZIP=2.61, Synergy_Bliss=3.99, Synergy_Loewe=-26.2, Synergy_HSA=3.65.